Predict which catalyst facilitates the given reaction. From a dataset of Catalyst prediction with 721,799 reactions and 888 catalyst types from USPTO. (1) Reactant: [C:1]([O:5][C:6]([NH:8][CH2:9][C@H:10]([OH:15])[C:11]([O:13][CH3:14])=[O:12])=[O:7])([CH3:4])([CH3:3])[CH3:2].Cl[C:17]1[N:22]=[CH:21][C:20]([C:23]([O:25][CH3:26])=[O:24])=[CH:19][C:18]=1[N+:27]([O-:29])=[O:28].N12CCCN=C1CCCCC2. Product: [C:1]([O:5][C:6]([NH:8][CH2:9][C@H:10]([O:15][C:17]1[C:18]([N+:27]([O-:29])=[O:28])=[CH:19][C:20]([C:23]([O:25][CH3:26])=[O:24])=[CH:21][N:22]=1)[C:11]([O:13][CH3:14])=[O:12])=[O:7])([CH3:4])([CH3:3])[CH3:2]. The catalyst class is: 7. (2) Reactant: C1C(=O)N([Br:8])C(=O)C1.CN(C=O)C.[NH2:14][C:15]1[C:16]2[CH:31]=[CH:30][S:29][C:17]=2[N:18]=[C:19]([C:21]2[CH:22]=[C:23]([CH:26]=[CH:27][CH:28]=2)[C:24]#[N:25])[N:20]=1. Product: [NH2:14][C:15]1[C:16]2[CH:31]=[C:30]([Br:8])[S:29][C:17]=2[N:18]=[C:19]([C:21]2[CH:22]=[C:23]([CH:26]=[CH:27][CH:28]=2)[C:24]#[N:25])[N:20]=1. The catalyst class is: 6.